From a dataset of Experimentally validated miRNA-target interactions with 360,000+ pairs, plus equal number of negative samples. Binary Classification. Given a miRNA mature sequence and a target amino acid sequence, predict their likelihood of interaction. The miRNA is mmu-miR-325-3p with sequence UUUAUUGAGCACCUCCUAUCAA. The protein sequence of the target gene is MVADIKGNEQIEKYSWREACDTGSSRMDRKHGKYILNVEHSENQPPITHPNDQEAHSSICWCLPSNDITSDVSPNLTGVCVNPGILAHSRCLQSESCNTQVKEYCRNDWSMWKVFLACLLACVIMTAIGVLIICLVNNKGSANSSIVIQLSTNDGECVTVKPGTPSPACPPTMTTTSTVPASTATESTTSTATAATTSTEPITVAPTDHL. Result: 0 (no interaction).